Dataset: Reaction yield outcomes from USPTO patents with 853,638 reactions. Task: Predict the reaction yield, written as a fraction of the theoretical maximum amount of product (1.0 means a 100% yield; for example, 0.34 means a 34% yield). (1) The reactants are [P:1]([O:19][CH2:20]Cl)([O:11][CH2:12][C:13]1[CH:18]=[CH:17][CH:16]=[CH:15][CH:14]=1)([O:3][CH2:4][C:5]1[CH:10]=[CH:9][CH:8]=[CH:7][CH:6]=1)=[O:2].[CH2:22]([O:29][C:30]1[C:31]([OH:53])=[C:32]([C:48]([O:50][CH2:51][CH3:52])=[O:49])[N:33]([C:40]2[CH:45]=[CH:44][C:43]([O:46][CH3:47])=[CH:42][CH:41]=2)[C:34]=1[C:35](=[O:39])[N:36]([CH3:38])[CH3:37])[C:23]1[CH:28]=[CH:27][CH:26]=[CH:25][CH:24]=1.C([O-])([O-])=O.[K+].[K+].O. The catalyst is CN(C=O)C. The product is [CH2:22]([O:29][C:30]1[C:31]([O:53][CH2:20][O:19][P:1]([O:11][CH2:12][C:13]2[CH:18]=[CH:17][CH:16]=[CH:15][CH:14]=2)([O:3][CH2:4][C:5]2[CH:10]=[CH:9][CH:8]=[CH:7][CH:6]=2)=[O:2])=[C:32]([C:48]([O:50][CH2:51][CH3:52])=[O:49])[N:33]([C:40]2[CH:41]=[CH:42][C:43]([O:46][CH3:47])=[CH:44][CH:45]=2)[C:34]=1[C:35](=[O:39])[N:36]([CH3:38])[CH3:37])[C:23]1[CH:28]=[CH:27][CH:26]=[CH:25][CH:24]=1. The yield is 0.510. (2) The product is [NH:27]([C:14]([C:13]1[CH:18]=[CH:19][C:10]([NH:9][C:7]([C:4]2[CH:5]=[CH:6][C:1]([C:20]3[CH:25]=[CH:24][CH:23]=[CH:22][CH:21]=3)=[CH:2][CH:3]=2)=[O:8])=[CH:11][CH:12]=1)=[O:15])[NH2:28]. The reactants are [C:1]1([C:20]2[CH:25]=[CH:24][CH:23]=[CH:22][CH:21]=2)[CH:6]=[CH:5][C:4]([C:7]([NH:9][C:10]2[CH:19]=[CH:18][C:13]([C:14](OC)=[O:15])=[CH:12][CH:11]=2)=[O:8])=[CH:3][CH:2]=1.O.[NH2:27][NH2:28]. The yield is 0.660. The catalyst is CCO. (3) The reactants are [Cl:1][C:2]1[CH:3]=[CH:4][C:5]([NH2:8])=[N:6][CH:7]=1.[I:9]([O-])(=O)=O.[K+].[I-].[K+]. The catalyst is S(=O)(=O)(O)O.O. The product is [Cl:1][C:2]1[CH:3]=[C:4]([I:9])[C:5]([NH2:8])=[N:6][CH:7]=1. The yield is 0.840. (4) The reactants are [F:1][C:2]1[CH:11]=[C:10]2[C:5]([CH:6]=[CH:7][CH:8]=[N:9]2)=[CH:4][C:3]=1[CH:12]([CH3:17])[C:13]([NH:15][NH2:16])=O.[Cl:18][C:19]1[N:20]=[N:21][C:22](Cl)=[CH:23][CH:24]=1. The catalyst is C(O)CCC. The product is [Cl:18][C:19]1[CH:24]=[CH:23][C:22]2[N:15]([C:13]([CH:12]([C:3]3[CH:4]=[C:5]4[C:10](=[CH:11][C:2]=3[F:1])[N:9]=[CH:8][CH:7]=[CH:6]4)[CH3:17])=[N:20][N:21]=2)[N:16]=1. The yield is 0.440. (5) The reactants are [CH2:1]([O:5][CH2:6][CH2:7][O:8][CH2:9][C:10]([NH2:12])=O)[CH2:2][CH2:3][CH3:4].[H-].[Al+3].[Li+].[H-].[H-].[H-].O.S([O-])([O-])(=O)=O.[Na+].[Na+]. The catalyst is C1COCC1. The product is [CH2:1]([O:5][CH2:6][CH2:7][O:8][CH2:9][CH2:10][NH2:12])[CH2:2][CH2:3][CH3:4]. The yield is 0.920. (6) The reactants are Br[C:2]1[CH:3]=[CH:4][CH:5]=[C:6]2[C:11]=1[N:10]=[C:9]([F:12])[CH:8]=[N:7]2.C([Sn](CCCC)(CCCC)[C:18]([O:20]CC)=[CH2:19])CCC.Cl.CCN(CC)CC. The catalyst is C1(C)C=CC=CC=1.C1COCC1.C1C=CC([P]([Pd]([P](C2C=CC=CC=2)(C2C=CC=CC=2)C2C=CC=CC=2)([P](C2C=CC=CC=2)(C2C=CC=CC=2)C2C=CC=CC=2)[P](C2C=CC=CC=2)(C2C=CC=CC=2)C2C=CC=CC=2)(C2C=CC=CC=2)C2C=CC=CC=2)=CC=1.CC(C)=O. The product is [F:12][C:9]1[CH:8]=[N:7][C:6]2[C:11]([N:10]=1)=[C:2]([C:18](=[O:20])[CH3:19])[CH:3]=[CH:4][CH:5]=2. The yield is 0.870.